Dataset: Forward reaction prediction with 1.9M reactions from USPTO patents (1976-2016). Task: Predict the product of the given reaction. (1) Given the reactants C([O:3][C:4]([CH:6]1[CH2:11][CH2:10][N:9]([C:12]2[CH:17]=[CH:16][CH:15]=[C:14]([C:18]3[N:22]([CH:23]([F:25])[F:24])[C:21]4[CH:26]=[CH:27][CH:28]=[CH:29][C:20]=4[N:19]=3)[CH:13]=2)[CH2:8][CH2:7]1)=[O:5])C, predict the reaction product. The product is: [F:25][CH:23]([F:24])[N:22]1[C:21]2[CH:26]=[CH:27][CH:28]=[CH:29][C:20]=2[N:19]=[C:18]1[C:14]1[CH:13]=[C:12]([N:9]2[CH2:10][CH2:11][CH:6]([C:4]([OH:5])=[O:3])[CH2:7][CH2:8]2)[CH:17]=[CH:16][CH:15]=1. (2) Given the reactants [NH2:1][C:2]1[N:16]=[CH:15][C:14](Br)=[CH:13][C:3]=1[C:4]([NH:6][C:7]1[CH:12]=[CH:11][N:10]=[CH:9][CH:8]=1)=[O:5].[OH:18][CH2:19][C:20]1[CH:25]=[CH:24][CH:23]=[CH:22][C:21]=1B(O)O, predict the reaction product. The product is: [NH2:1][C:2]1[N:16]=[CH:15][C:14]([C:21]2[CH:22]=[CH:23][CH:24]=[CH:25][C:20]=2[CH2:19][OH:18])=[CH:13][C:3]=1[C:4]([NH:6][C:7]1[CH:12]=[CH:11][N:10]=[CH:9][CH:8]=1)=[O:5]. (3) Given the reactants [NH2:1][CH2:2][C:3]1[C:8]([CH2:9][CH3:10])=[N:7][C:6]2[N:11]([CH2:14][CH3:15])[N:12]=[CH:13][C:5]=2[C:4]=1[NH:16][CH:17]1[CH2:22][CH2:21][O:20][CH2:19][CH2:18]1.[CH3:23][O:24][C:25]([C:27]1[CH:28]=[C:29]([CH:33]=[CH:34][CH:35]=1)[C:30](O)=[O:31])=[O:26].CN(C(ON1N=NC2C=CC=CC1=2)=[N+](C)C)C.F[P-](F)(F)(F)(F)F.CCN(CC)CC, predict the reaction product. The product is: [CH2:14]([N:11]1[C:6]2=[N:7][C:8]([CH2:9][CH3:10])=[C:3]([CH2:2][NH:1][C:30]([C:29]3[CH:28]=[C:27]([CH:35]=[CH:34][CH:33]=3)[C:25]([O:24][CH3:23])=[O:26])=[O:31])[C:4]([NH:16][CH:17]3[CH2:18][CH2:19][O:20][CH2:21][CH2:22]3)=[C:5]2[CH:13]=[N:12]1)[CH3:15]. (4) Given the reactants [Cl:1][C:2]1[CH:7]=[CH:6][C:5]([NH:8][C:9]2[N:14]3[N:15]=[CH:16][C:17]([S:18](=[O:23])(=[O:22])[NH:19][CH2:20][CH3:21])=[C:13]3[N:12]=[CH:11][C:10]=2[C:24](OCC)=[O:25])=[C:4]([CH3:29])[CH:3]=1.[F:30][C:31]1[CH:36]=[CH:35][C:34]([CH:37]2[CH2:42][CH2:41][NH:40][CH2:39][CH2:38]2)=[CH:33][CH:32]=1, predict the reaction product. The product is: [CH2:20]([NH:19][S:18]([C:17]1[CH:16]=[N:15][N:14]2[C:9]([NH:8][C:5]3[CH:6]=[CH:7][C:2]([Cl:1])=[CH:3][C:4]=3[CH3:29])=[C:10]([C:24]([N:40]3[CH2:41][CH2:42][CH:37]([C:34]4[CH:33]=[CH:32][C:31]([F:30])=[CH:36][CH:35]=4)[CH2:38][CH2:39]3)=[O:25])[CH:11]=[N:12][C:13]=12)(=[O:22])=[O:23])[CH3:21]. (5) Given the reactants [Si]([O:8][CH2:9][C:10]([NH:13][C:14]([C:16]1[C:20]2=[N:21][C:22]([C:25]3[C:33]4[C:28](=[CH:29][C:30]([F:34])=[CH:31][CH:32]=4)[N:27]([CH2:35][CH2:36][CH2:37][S:38]([CH3:41])(=[O:40])=[O:39])[N:26]=3)=[CH:23][N:24]=[C:19]2[N:18](C(C2C=CC=CC=2)(C2C=CC=CC=2)C2C=CC=CC=2)[CH:17]=1)=[O:15])([CH3:12])[CH3:11])(C(C)(C)C)(C)C.FC(F)(F)C(O)=O, predict the reaction product. The product is: [F:34][C:30]1[CH:29]=[C:28]2[C:33]([C:25]([C:22]3[N:21]=[C:20]4[C:16]([C:14]([NH:13][C:10]([CH3:12])([CH3:11])[CH2:9][OH:8])=[O:15])=[CH:17][NH:18][C:19]4=[N:24][CH:23]=3)=[N:26][N:27]2[CH2:35][CH2:36][CH2:37][S:38]([CH3:41])(=[O:40])=[O:39])=[CH:32][CH:31]=1. (6) Given the reactants [Br:1][CH2:2][CH2:3][C:4]1[C:5](C#N)=CC=CC=1.[CH3:17][CH:18]([CH2:20][AlH][CH2:17][CH:18]([CH3:20])[CH3:19])[CH3:19].C1C[O:24]CC1.Cl, predict the reaction product. The product is: [Br:1][CH2:2][C:3]1[CH:20]=[C:18]([CH:17]=[CH:5][CH:4]=1)[CH:19]=[O:24].